Task: Predict the reaction yield, written as a fraction of the theoretical maximum amount of product (1.0 means a 100% yield; for example, 0.34 means a 34% yield).. Dataset: Reaction yield outcomes from USPTO patents with 853,638 reactions (1) The catalyst is CO. The yield is 1.00. The product is [CH2:1]([O:8][C:9]1[C:10]([C:25]2[CH:26]=[CH:27][C:28]3[O:33][CH2:32][CH2:31][CH2:30][C:29]=3[CH:34]=2)=[C:11]([CH:19]([OH:24])[C:20]([O:22][CH3:23])=[O:21])[C:12]([C:15]([F:17])([F:18])[F:16])=[CH:13][CH:14]=1)[C:2]1[CH:7]=[CH:6][CH:5]=[CH:4][CH:3]=1. The reactants are [CH2:1]([O:8][C:9]1[C:10]([C:25]2[CH:26]=[CH:27][C:28]3[O:33][CH2:32][CH2:31][CH2:30][C:29]=3[CH:34]=2)=[C:11]([C:19](=[O:24])[C:20]([O:22][CH3:23])=[O:21])[C:12]([C:15]([F:18])([F:17])[F:16])=[CH:13][CH:14]=1)[C:2]1[CH:7]=[CH:6][CH:5]=[CH:4][CH:3]=1.[BH4-].[Na+].O. (2) The reactants are [NH:1]1[CH2:6][CH2:5][CH2:4][CH2:3][CH2:2]1.Cl[C:8]1[C:13]([CH:14]([CH2:19][CH2:20][CH3:21])[C:15]([O:17][CH3:18])=[O:16])=[C:12]([CH3:22])[N:11]=[C:10]([C:23]2[CH:28]=[CH:27][CH:26]=[CH:25][CH:24]=2)[N:9]=1. The catalyst is O1CCCC1.C(=O)([O-])O.[Na+]. The product is [CH3:22][C:12]1[C:13]([CH:14]([CH2:19][CH2:20][CH3:21])[C:15]([O:17][CH3:18])=[O:16])=[C:8]([N:1]2[CH2:6][CH2:5][CH2:4][CH2:3][CH2:2]2)[N:9]=[C:10]([C:23]2[CH:28]=[CH:27][CH:26]=[CH:25][CH:24]=2)[N:11]=1. The yield is 0.510. (3) The reactants are [CH:1]12[CH2:10][CH:5]3[CH2:6][CH:7]([CH2:9][CH:3]([CH2:4]3)[C:2]1=[O:11])[CH2:8]2.C([O-])([O-])=[O:13].C([O-])([O-])=O.OO.OO.OO.[Na+].[Na+].[Na+].[Na+].C([O-])(O[O-])=O.[Na+].[Na+].O. The catalyst is C(O)(C(F)(F)F)=O. The product is [CH2:6]1[C@@H:5]2[CH2:10][CH:1]3[O:13][C:2](=[O:11])[CH:3]([CH2:4]2)[CH2:9][C@@H:7]1[CH2:8]3. The yield is 0.970. (4) The reactants are [C:1]([C:5]1[CH:32]=[CH:31][C:8]([NH:9][C:10]2[CH:29]=[CH:28][C:13]([O:14][C:15]3[C:24]4[C:19](=[CH:20][C:21]([OH:27])=[C:22]([O:25][CH3:26])[CH:23]=4)[N:18]=[CH:17][CH:16]=3)=[CH:12][C:11]=2[F:30])=[CH:7][CH:6]=1)([CH3:4])([CH3:3])[CH3:2].C(=O)([O-])[O-].[K+].[K+].Cl.Cl[CH2:41][CH2:42][N:43]1[CH2:48][CH2:47][O:46][CH2:45][CH2:44]1.CN(C)C=O. The catalyst is O. The product is [C:1]([C:5]1[CH:32]=[CH:31][C:8]([NH:9][C:10]2[CH:29]=[CH:28][C:13]([O:14][C:15]3[C:24]4[C:19](=[CH:20][C:21]([O:27][CH2:41][CH2:42][N:43]5[CH2:48][CH2:47][O:46][CH2:45][CH2:44]5)=[C:22]([O:25][CH3:26])[CH:23]=4)[N:18]=[CH:17][CH:16]=3)=[CH:12][C:11]=2[F:30])=[CH:7][CH:6]=1)([CH3:4])([CH3:2])[CH3:3]. The yield is 0.640. (5) The reactants are Cl[C:2]1[C:11]2[C:6](=[CH:7][CH:8]=[CH:9][CH:10]=2)[N:5]=[CH:4][CH:3]=1.[C:12]([O:16][C:17](=[O:28])[NH:18][C@H:19]1[CH2:24][CH2:23][C@H:22]([C:25](=[O:27])[NH2:26])[CH2:21][CH2:20]1)([CH3:15])([CH3:14])[CH3:13]. No catalyst specified. The product is [C:12]([O:16][C:17](=[O:28])[NH:18][C@H:19]1[CH2:24][CH2:23][C@H:22]([C:25](=[O:27])[NH:26][C:2]2[C:11]3[C:6](=[CH:7][CH:8]=[CH:9][CH:10]=3)[N:5]=[CH:4][CH:3]=2)[CH2:21][CH2:20]1)([CH3:15])([CH3:13])[CH3:14]. The yield is 0.600.